The task is: Predict the reactants needed to synthesize the given product.. This data is from Full USPTO retrosynthesis dataset with 1.9M reactions from patents (1976-2016). (1) Given the product [O:2]=[C:3]1[CH2:7][N:6]([C:25]([O:24][CH2:17][C:18]2[CH:23]=[CH:22][CH:21]=[CH:20][CH:19]=2)=[O:26])[C@H:5]([C:8]([O:10][CH3:11])=[O:9])[CH2:4]1, predict the reactants needed to synthesize it. The reactants are: Cl.[O:2]=[C:3]1[CH2:7][NH:6][C@H:5]([C:8]([O:10][CH3:11])=[O:9])[CH2:4]1.C(=O)(O)[O-].[K+].[CH2:17]([O:24][C:25](Cl)=[O:26])[C:18]1[CH:23]=[CH:22][CH:21]=[CH:20][CH:19]=1. (2) Given the product [C:18]([C:16]1[N:17]=[C:13]2[N:12]=[C:11]([CH3:24])[C:10]([CH2:25][NH:26][C:27](=[O:33])[O:28][C:29]([CH3:32])([CH3:30])[CH3:31])=[C:9]([C:3]3[CH:4]=[CH:5][C:6]([Cl:8])=[CH:7][C:2]=3[Cl:1])[N:14]2[CH:15]=1)(=[O:23])[CH3:34], predict the reactants needed to synthesize it. The reactants are: [Cl:1][C:2]1[CH:7]=[C:6]([Cl:8])[CH:5]=[CH:4][C:3]=1[C:9]1[N:14]2[CH:15]=[C:16]([C:18](=[O:23])N(OC)C)[N:17]=[C:13]2[N:12]=[C:11]([CH3:24])[C:10]=1[CH2:25][NH:26][C:27](=[O:33])[O:28][C:29]([CH3:32])([CH3:31])[CH3:30].[CH3:34][Mg+].[Br-]. (3) Given the product [OH:4][C:5]1[C:6]([C:40]([OH:42])=[O:41])=[N:7][C:8]([C:11]2[CH:16]=[CH:15][C:14]([O:17][CH3:18])=[C:13]([CH:19]3[C:20]4[C:21](=[O:38])[CH2:22][C:23]([CH3:36])([CH3:37])[CH2:24][C:25]=4[O:26][C:27]4[CH2:28][C:29]([CH3:35])([CH3:34])[CH2:30][C:31](=[O:33])[C:32]3=4)[C:12]=2[CH3:39])=[CH:9][CH:10]=1, predict the reactants needed to synthesize it. The reactants are: O.[OH-].[Li+].[OH:4][C:5]1[C:6]([C:40]([O:42]C)=[O:41])=[N:7][C:8]([C:11]2[CH:16]=[CH:15][C:14]([O:17][CH3:18])=[C:13]([CH:19]3[C:32]4[C:31](=[O:33])[CH2:30][C:29]([CH3:35])([CH3:34])[CH2:28][C:27]=4[O:26][C:25]4[CH2:24][C:23]([CH3:37])([CH3:36])[CH2:22][C:21](=[O:38])[C:20]3=4)[C:12]=2[CH3:39])=[CH:9][CH:10]=1. (4) Given the product [CH:28]1([C:26]#[C:27][C:2]2[C:23]([O:24][CH3:25])=[CH:22][C:5]([C:6]([NH:8][S:9]([C:12]3[CH:17]=[CH:16][CH:15]=[CH:14][C:13]=3[S:18](=[O:21])(=[O:20])[NH2:19])(=[O:11])=[O:10])=[O:7])=[CH:4][N:3]=2)[CH2:33][CH2:32][CH2:31][CH2:30][CH2:29]1, predict the reactants needed to synthesize it. The reactants are: Cl[C:2]1[C:23]([O:24][CH3:25])=[CH:22][C:5]([C:6]([NH:8][S:9]([C:12]2[CH:17]=[CH:16][CH:15]=[CH:14][C:13]=2[S:18](=[O:21])(=[O:20])[NH2:19])(=[O:11])=[O:10])=[O:7])=[CH:4][N:3]=1.[C:26]([CH:28]1[CH2:33][CH2:32][CH2:31][CH2:30][CH2:29]1)#[CH:27]. (5) Given the product [C:5]([C:4]1[CH:7]=[C:8]([N:11]2[CH2:12][CH2:13][O:14][C:15]3[CH:20]=[CH:19][C:18]([O:21][C@H:22]4[CH2:26][CH2:25][N:24]([CH2:27][CH:29]5[CH2:34][CH2:33][N:32]([C:35]([O:37][C:38]([CH3:39])([CH3:41])[CH3:40])=[O:36])[CH2:31][CH2:30]5)[CH2:23]4)=[CH:17][C:16]2=3)[CH:9]=[N:10][C:3]=1[O:2][CH3:1])#[N:6], predict the reactants needed to synthesize it. The reactants are: [CH3:1][O:2][C:3]1[N:10]=[CH:9][C:8]([N:11]2[C:16]3[CH:17]=[C:18]([O:21][C@H:22]4[CH2:26][CH2:25][NH:24][CH2:23]4)[CH:19]=[CH:20][C:15]=3[O:14][CH2:13][CH2:12]2)=[CH:7][C:4]=1[C:5]#[N:6].[CH:27]([CH:29]1[CH2:34][CH2:33][N:32]([C:35]([O:37][C:38]([CH3:41])([CH3:40])[CH3:39])=[O:36])[CH2:31][CH2:30]1)=O.